From a dataset of Catalyst prediction with 721,799 reactions and 888 catalyst types from USPTO. Predict which catalyst facilitates the given reaction. (1) Reactant: Br[C:2]1[CH:11]=[C:10]2[C:5]([C:6]([Cl:12])=[CH:7][CH:8]=[N:9]2)=[CH:4][C:3]=1[O:13][CH3:14].CCN(C(C)C)C(C)C.CC1(C)C2C(=C(P(C3C=CC=CC=3)C3C=CC=CC=3)C=CC=2)OC2C(P(C3C=CC=CC=3)C3C=CC=CC=3)=CC=CC1=2.[CH2:66]([SH:73])[C:67]1[CH:72]=[CH:71][CH:70]=[CH:69][CH:68]=1. Product: [CH2:66]([S:73][C:2]1[CH:11]=[C:10]2[C:5]([C:6]([Cl:12])=[CH:7][CH:8]=[N:9]2)=[CH:4][C:3]=1[O:13][CH3:14])[C:67]1[CH:72]=[CH:71][CH:70]=[CH:69][CH:68]=1. The catalyst class is: 102. (2) Reactant: Br[C:2]1[S:6][C:5]([S:7]([NH2:10])(=[O:9])=[O:8])=[CH:4][C:3]=1[CH3:11]. Product: [CH3:11][C:3]1[CH:4]=[C:5]([S:7]([NH2:10])(=[O:9])=[O:8])[S:6][CH:2]=1. The catalyst class is: 565. (3) Reactant: [CH:1]([C:3]1[N:4]=[C:5]([NH:11]C(=O)C)[N:6]([CH3:10])[C:7](=[O:9])[CH:8]=1)=O.[Cl-].[Br:16][C:17]1[CH:18]=[C:19]([CH:40]=[CH:41][CH:42]=1)[CH2:20][P+](C1C=CC=CC=1)(C1C=CC=CC=1)C1C=CC=CC=1.CC(C)([O-])C.[K+].CC(O)(C)C. Product: [NH2:11][C:5]1[N:6]([CH3:10])[C:7](=[O:9])[CH:8]=[C:3](/[CH:1]=[CH:20]\[C:19]2[CH:40]=[CH:41][CH:42]=[C:17]([Br:16])[CH:18]=2)[N:4]=1. The catalyst class is: 7. (4) Reactant: [Br:1][C:2]1[CH:3]=[CH:4][C:5]([N+:16]([O-:18])=[O:17])=[C:6]([NH:8][C:9]2[CH:14]=[CH:13][N:12]=[C:11](Cl)[N:10]=2)[CH:7]=1.[OH-].[NH4+:20]. Product: [Br:1][C:2]1[CH:3]=[CH:4][C:5]([N+:16]([O-:18])=[O:17])=[C:6]([NH:8][C:9]2[CH:14]=[CH:13][N:12]=[C:11]([NH2:20])[N:10]=2)[CH:7]=1. The catalyst class is: 41. (5) Reactant: I[CH2:2][CH2:3][C@@H:4]([O:11][C:12]1[C:20]2[S:19][C:18]([C:21]#[N:22])=[CH:17][C:16]=2[CH:15]=[CH:14][CH:13]=1)[C:5]1[CH:10]=[CH:9][CH:8]=[CH:7][CH:6]=1.[CH3:23][NH2:24].[C:25]([OH:32])(=[O:31])/[CH:26]=[CH:27]/[C:28]([OH:30])=[O:29]. Product: [C:25]([OH:32])(=[O:31])/[CH:26]=[CH:27]/[C:28]([OH:30])=[O:29].[S:19]1[C:20]2[C:12]([O:11][C@@H:4]([C:5]3[CH:10]=[CH:9][CH:8]=[CH:7][CH:6]=3)[CH2:3][CH2:2][NH:24][CH3:23])=[CH:13][CH:14]=[CH:15][C:16]=2[CH:17]=[C:18]1[C:21]#[N:22]. The catalyst class is: 83.